Dataset: Forward reaction prediction with 1.9M reactions from USPTO patents (1976-2016). Task: Predict the product of the given reaction. (1) Given the reactants [NH:1]([C:9]([O:11][C:12]([CH3:15])([CH3:14])[CH3:13])=[O:10])[C@H:2]([C:6]([OH:8])=[O:7])[CH:3]([CH3:5])[CH3:4].C1CCC(N=C=NC2CCCCC2)CC1.[C:31]([O:39][C:40]1[C:49]2[C:44](=[CH:45][CH:46]=[CH:47][CH:48]=2)[C:43](O)=[C:42]([CH3:51])[C:41]=1[CH2:52]/[CH:53]=[C:54](\[CH3:86])/[CH2:55][CH2:56]/[CH:57]=[C:58](\[CH3:85])/[CH2:59][CH2:60]/[CH:61]=[C:62](\[CH3:84])/[CH2:63][CH2:64]/[CH:65]=[C:66](\[CH3:83])/[CH2:67][CH2:68]/[CH:69]=[C:70](\[CH3:82])/[CH2:71][CH2:72]/[CH:73]=[C:74](\[CH3:81])/[CH2:75][CH2:76][CH:77]=[C:78]([CH3:80])[CH3:79])(=[O:38])[C:32]1[CH:37]=[CH:36][CH:35]=[CH:34][CH:33]=1, predict the reaction product. The product is: [C:31]([O:39][C:40]1[C:49]2[C:44](=[CH:45][CH:46]=[CH:47][CH:48]=2)[C:43]([O:7][C:6](=[O:8])[C@H:2]([CH:3]([CH3:5])[CH3:4])[NH:1][C:9]([O:11][C:12]([CH3:13])([CH3:15])[CH3:14])=[O:10])=[C:42]([CH3:51])[C:41]=1[CH2:52]/[CH:53]=[C:54](\[CH3:86])/[CH2:55][CH2:56]/[CH:57]=[C:58](\[CH3:85])/[CH2:59][CH2:60]/[CH:61]=[C:62](\[CH3:84])/[CH2:63][CH2:64]/[CH:65]=[C:66](\[CH3:83])/[CH2:67][CH2:68]/[CH:69]=[C:70](\[CH3:82])/[CH2:71][CH2:72]/[CH:73]=[C:74](\[CH3:81])/[CH2:75][CH2:76][CH:77]=[C:78]([CH3:80])[CH3:79])(=[O:38])[C:32]1[CH:33]=[CH:34][CH:35]=[CH:36][CH:37]=1. (2) Given the reactants [OH-].[K+].[F:3][C:4]1[C:5]([N:14]2[N:18]=[CH:17][CH:16]=[N:15]2)=[N:6][CH:7]=[C:8]([CH:13]=1)[C:9]([O:11]C)=[O:10].Cl, predict the reaction product. The product is: [F:3][C:4]1[C:5]([N:14]2[N:18]=[CH:17][CH:16]=[N:15]2)=[N:6][CH:7]=[C:8]([CH:13]=1)[C:9]([OH:11])=[O:10].